Task: Predict which catalyst facilitates the given reaction.. Dataset: Catalyst prediction with 721,799 reactions and 888 catalyst types from USPTO (1) Reactant: [Cl:1][C:2]1[CH:31]=[CH:30][C:5]([CH2:6][C:7]2[NH:8][C:9](=[O:29])[C:10]3[N:11]=[CH:12][N:13]([CH:16]([CH:26]([OH:28])[CH3:27])[CH2:17][CH2:18][CH2:19][C:20]4[CH:25]=[CH:24][CH:23]=[CH:22][CH:21]=4)[C:14]=3[N:15]=2)=[CH:4][C:3]=1[O:32][CH:33]([F:35])[F:34].C(N(CC)CC)C.CS(C)=O. Product: [C:26]([CH:16]([N:13]1[CH:12]=[N:11][C:10]2[C:9](=[O:29])[NH:8][C:7]([CH2:6][C:5]3[CH:30]=[CH:31][C:2]([Cl:1])=[C:3]([O:32][CH:33]([F:34])[F:35])[CH:4]=3)=[N:15][C:14]1=2)[CH2:17][CH2:18][CH2:19][C:20]1[CH:25]=[CH:24][CH:23]=[CH:22][CH:21]=1)(=[O:28])[CH3:27]. The catalyst class is: 4. (2) Reactant: [CH3:1][C@H:2]([CH2:23][CH:24]=C)[C:3]([O:5][CH2:6][C@H:7]([NH:14][C:15](=[O:22])[C:16]([CH3:21])([CH3:20])[CH2:17][CH:18]=C)[C:8]1[CH:13]=[CH:12][CH:11]=[CH:10][CH:9]=1)=[O:4]. Product: [CH3:20][C:16]1([CH3:21])[CH2:17][CH:18]=[CH:24][CH2:23][C@@H:2]([CH3:1])[C:3](=[O:4])[O:5][CH2:6][C@@H:7]([C:8]2[CH:9]=[CH:10][CH:11]=[CH:12][CH:13]=2)[NH:14][C:15]1=[O:22]. The catalyst class is: 11. (3) Reactant: Br[C:2]1[C:11]2[C:6](=[CH:7][CH:8]=[CH:9][CH:10]=2)[C:5](=[O:12])[N:4]([CH3:13])[CH:3]=1.[B:14]1([B:14]2[O:18][C:17]([CH3:20])([CH3:19])[C:16]([CH3:22])([CH3:21])[O:15]2)[O:18][C:17]([CH3:20])([CH3:19])[C:16]([CH3:22])([CH3:21])[O:15]1.CC([O-])=O.[K+].CC(C1C=C(C(C)C)C(C2C=CC=CC=2P(C2CCCCC2)C2CCCCC2)=C(C(C)C)C=1)C. Product: [CH3:13][N:4]1[CH:3]=[C:2]([B:14]2[O:18][C:17]([CH3:20])([CH3:19])[C:16]([CH3:22])([CH3:21])[O:15]2)[C:11]2[C:6](=[CH:7][CH:8]=[CH:9][CH:10]=2)[C:5]1=[O:12]. The catalyst class is: 62. (4) Reactant: [NH2:1][C:2]1[CH:3]=[N:4][CH:5]=[CH:6][C:7]=1[C@H:8]1[CH2:13][C@@H:12]([N:14]2[C:22](=[O:23])[C:21]3[C:16](=[CH:17][CH:18]=[CH:19][CH:20]=3)[C:15]2=[O:24])[CH2:11][C:10]([CH3:26])([CH3:25])[CH2:9]1.[Br:27][C:28]1[N:33]=[C:32]([C:34](O)=[O:35])[CH:31]=[CH:30][C:29]=1[F:37]. Product: [Br:27][C:28]1[N:33]=[C:32]([C:34]([NH:1][C:2]2[CH:3]=[N:4][CH:5]=[CH:6][C:7]=2[C@H:8]2[CH2:13][C@@H:12]([N:14]3[C:15](=[O:24])[C:16]4[C:21](=[CH:20][CH:19]=[CH:18][CH:17]=4)[C:22]3=[O:23])[CH2:11][C:10]([CH3:26])([CH3:25])[CH2:9]2)=[O:35])[CH:31]=[CH:30][C:29]=1[F:37]. The catalyst class is: 25. (5) Reactant: [N+:1]([C:4]1[CH:9]=[C:8]([C:10]([F:13])([F:12])[F:11])[CH:7]=[CH:6][C:5]=1[NH:14][CH:15]([CH2:18][CH3:19])[CH2:16][OH:17])([O-:3])=[O:2].N1C=CC=CC=1.[CH3:26][S:27](Cl)(=[O:29])=[O:28]. Product: [N+:1]([C:4]1[CH:9]=[C:8]([C:10]([F:11])([F:12])[F:13])[CH:7]=[CH:6][C:5]=1[NH:14][CH:15]([CH2:18][CH3:19])[CH2:16][O:17][S:27]([CH3:26])(=[O:29])=[O:28])([O-:3])=[O:2]. The catalyst class is: 2. (6) Reactant: [OH2:1].[SH-:2].[Na+].CC1C=CC(S(O[CH:15]([CH3:53])[CH2:16][C:17]2[C:25]3[C:20](=[N:21][C:22]([N:27](C(OC(C)(C)C)=O)C(OC(C)(C)C)=O)=[N:23][C:24]=3Cl)[N:19]([CH2:42][C:43]3[C:48]([CH3:49])=[C:47](OC)[C:46]([CH3:52])=[CH:45][N:44]=3)[N:18]=2)(=O)=O)=CC=1.[C:54](=O)([O-])[O-].[K+].[K+]. Product: [CH3:54][O:1][C:47]1[C:46]([CH3:52])=[CH:45][N:44]=[C:43]([CH2:42][N:19]2[C:20]3[C:25]4[C:17]([CH2:16][CH:15]([CH3:53])[S:2][C:24]=4[N:23]=[C:22]([NH2:27])[N:21]=3)=[N:18]2)[C:48]=1[CH3:49]. The catalyst class is: 9.